From a dataset of Full USPTO retrosynthesis dataset with 1.9M reactions from patents (1976-2016). Predict the reactants needed to synthesize the given product. (1) Given the product [CH2:1]([O:3][N:4]1[CH2:5][CH2:6][C:7]2([NH:11][C:10](=[O:12])[C:9]([C:13]3[C:18]([CH3:19])=[CH:17][C:16]([CH3:20])=[CH:15][C:14]=3[CH3:21])=[C:8]2[O:22][C:31](=[O:36])[C:32]([CH3:35])([CH3:34])[CH3:33])[CH2:23][CH2:24]1)[CH3:2], predict the reactants needed to synthesize it. The reactants are: [CH2:1]([O:3][N:4]1[CH2:24][CH2:23][C:7]2([NH:11][C:10](=[O:12])[C:9]([C:13]3[C:18]([CH3:19])=[CH:17][C:16]([CH3:20])=[CH:15][C:14]=3[CH3:21])=[C:8]2[OH:22])[CH2:6][CH2:5]1)[CH3:2].N1C=CC=CC=1.[C:31](Cl)(=[O:36])[C:32]([CH3:35])([CH3:34])[CH3:33].O. (2) Given the product [F:42][C:40]1[CH:41]=[C:36]([C@H:2]2[CH2:3][CH2:4][CH2:5][N:1]2[C:6]([O:8][C:9]([CH3:12])([CH3:11])[CH3:10])=[O:7])[C:37]([O:43][CH3:44])=[N:38][CH:39]=1, predict the reactants needed to synthesize it. The reactants are: [N:1]1([C:6]([O:8][C:9]([CH3:12])([CH3:11])[CH3:10])=[O:7])[CH2:5][CH2:4][CH2:3][CH2:2]1.C1C[C@H]2N(C[C@H]3[C@@H]4CCCCN4C[C@@H]2C3)CC1.[Li]C(CC)C.Br[C:36]1[C:37]([O:43][CH3:44])=[N:38][CH:39]=[C:40]([F:42])[CH:41]=1.[NH4+].[OH-]. (3) Given the product [CH3:15][C:11]1[CH:10]=[C:9]([C:7]2[CH:6]=[CH:5][CH:4]=[C:3]([C:1]#[N:2])[CH:8]=2)[CH:14]=[CH:13][CH:12]=1.[C:46]([OH:52])([C:48]([F:51])([F:50])[F:49])=[O:47], predict the reactants needed to synthesize it. The reactants are: [C:1]([C:3]1[CH:4]=[CH:5][C:6]([C@]([C@@H]2CCCN(C([C@H]3C[C@@H](NC(=O)OC(C)(C)C)[C@@H](O)C3)=O)C2)(O)CCCCOC)=[C:7]([C:9]2[CH:14]=[CH:13][CH:12]=[C:11]([CH3:15])[CH:10]=2)[CH:8]=1)#[N:2].[C:46]([OH:52])([C:48]([F:51])([F:50])[F:49])=[O:47].C(Cl)Cl. (4) The reactants are: [CH2:1]([O:3][C:4]1[CH:26]=[CH:25][C:7]([C:8]([NH:10][CH2:11][CH2:12][NH:13][C:14]([C:16]2[C:17]([C:21]([F:24])([F:23])[F:22])=[N:18][NH:19][CH:20]=2)=[O:15])=[O:9])=[CH:6][CH:5]=1)[CH3:2].[CH:27]12[O:33][CH:32]1[CH2:31][CH2:30][CH2:29][CH2:28]2.C(=O)([O-])[O-].[Cs+].[Cs+]. Given the product [CH2:1]([O:3][C:4]1[CH:5]=[CH:6][C:7]([C:8]([NH:10][CH2:11][CH2:12][NH:13][C:14]([C:16]2[C:17]([C:21]([F:22])([F:23])[F:24])=[N:18][N:19]([CH:31]3[CH2:30][CH2:29][CH2:28][CH2:27][CH:32]3[OH:33])[CH:20]=2)=[O:15])=[O:9])=[CH:25][CH:26]=1)[CH3:2], predict the reactants needed to synthesize it. (5) Given the product [Cl:1][C:2]1[CH:7]=[C:6]([N+:8]([O-:10])=[O:9])[CH:5]=[CH:4][C:3]=1[O:11][CH2:18][C:15]1[CH:16]=[CH:17][N:13]([CH3:12])[N:14]=1, predict the reactants needed to synthesize it. The reactants are: [Cl:1][C:2]1[CH:7]=[C:6]([N+:8]([O-:10])=[O:9])[CH:5]=[CH:4][C:3]=1[OH:11].[CH3:12][N:13]1[CH:17]=[CH:16][C:15]([C:18](O)=O)=[N:14]1. (6) Given the product [NH2:8][C@H:5]([CH2:6][CH3:7])[CH:4]([OH:28])[CH:2]([CH3:3])[CH3:1], predict the reactants needed to synthesize it. The reactants are: [CH3:1][CH:2]([CH:4]([OH:28])[C@H:5]([NH:8]C(C1C=CC=CC=1)(C1C=CC=CC=1)C1C=CC=CC=1)[CH2:6][CH3:7])[CH3:3].C(O)(C(F)(F)F)=O.